From a dataset of Catalyst prediction with 721,799 reactions and 888 catalyst types from USPTO. Predict which catalyst facilitates the given reaction. (1) Reactant: [Cl:1][C:2]1[CH:10]=[CH:9][C:5]([C:6]([OH:8])=O)=[CH:4][CH:3]=1.CCN=C=NCCCN(C)C.Cl.C1C=CC2N(O)N=NC=2C=1.[CH2:33]([O:36][C:37]([N:39]([CH2:46][C:47]1[CH:69]=[CH:68][C:50]2[N:51]([CH2:55][CH:56]3[CH2:60][CH2:59][CH2:58][N:57]3[C:61]([O:63][C:64]([CH3:67])([CH3:66])[CH3:65])=[O:62])[C:52](=[NH:54])[NH:53][C:49]=2[CH:48]=1)[C@H:40]([C:42]([CH3:45])([CH3:44])[CH3:43])[CH3:41])=[O:38])[CH:34]=[CH2:35]. Product: [CH2:33]([O:36][C:37]([N:39]([CH2:46][C:47]1[CH:69]=[CH:68][C:50]2[N:51]([CH2:55][CH:56]3[CH2:60][CH2:59][CH2:58][N:57]3[C:61]([O:63][C:64]([CH3:67])([CH3:66])[CH3:65])=[O:62])[C:52]([NH:54][C:6](=[O:8])[C:5]3[CH:4]=[CH:3][C:2]([Cl:1])=[CH:10][CH:9]=3)=[N:53][C:49]=2[CH:48]=1)[C@H:40]([C:42]([CH3:44])([CH3:45])[CH3:43])[CH3:41])=[O:38])[CH:34]=[CH2:35]. The catalyst class is: 34. (2) Reactant: [Cl:1][C:2]1[CH:7]=[CH:6][CH:5]=[C:4]([Cl:8])[C:3]=1[C:9]1[O:13][N:12]=[C:11]([C@@H:14]2[C@:19]([C:21]3[CH:26]=[CH:25][C:24]([F:27])=[C:23]([F:28])[CH:22]=3)([OH:20])[CH2:18][CH2:17][N:16](C(OC(C)(C)C)=O)[CH2:15]2)[C:10]=1[CH:36]([OH:38])[CH3:37].Cl. Product: [Cl:8][C:4]1[CH:5]=[CH:6][CH:7]=[C:2]([Cl:1])[C:3]=1[C:9]1[O:13][N:12]=[C:11]([C@@H:14]2[C@:19]([C:21]3[CH:26]=[CH:25][C:24]([F:27])=[C:23]([F:28])[CH:22]=3)([OH:20])[CH2:18][CH2:17][NH:16][CH2:15]2)[C:10]=1[CH:36]([OH:38])[CH3:37]. The catalyst class is: 2. (3) Reactant: [C:1](Cl)(=[O:5])[CH:2]([CH3:4])[CH3:3].[Cl-].[Al+3].[Cl-].[Cl-].[CH3:11][O:12][C:13]([C:15]1[NH:16][CH:17]=[CH:18][CH:19]=1)=[O:14]. Product: [CH3:11][O:12][C:13]([C:15]1[NH:16][CH:17]=[C:18]([C:1](=[O:5])[CH:2]([CH3:4])[CH3:3])[CH:19]=1)=[O:14]. The catalyst class is: 2. (4) Reactant: [NH2:1][CH2:2][CH2:3][N:4]([CH2:30][CH3:31])[C:5]1[CH:10]=[CH:9][C:8]([NH:11][C:12]2[CH:17]=[C:16]([C:18]3[CH:19]=[C:20]([C:24]4[CH:29]=[CH:28][CH:27]=[CH:26][CH:25]=4)[CH:21]=[CH:22][CH:23]=3)[N:15]=[CH:14][N:13]=2)=[CH:7][CH:6]=1.[C:32]([NH:40][C@H](C(O)=O)C)(=[O:39])[C:33]1[CH:38]=[CH:37][CH:36]=[CH:35][CH:34]=1.[CH:46](N(C(C)C)CC)([CH3:48])[CH3:47].CN(C([O:62]N1N=NC2C=CC=CC1=2)=[N+](C)C)C.F[P-](F)(F)(F)(F)F.C([O-])(O)=O.[Na+]. The catalyst class is: 434. Product: [C:20]1([C:24]2[CH:25]=[CH:26][CH:27]=[CH:28][CH:29]=2)[CH:21]=[CH:22][CH:23]=[C:18]([C:16]2[N:15]=[CH:14][N:13]=[C:12]([NH:11][C:8]3[CH:9]=[CH:10][C:5]([N:4]([CH2:30][CH3:31])[CH2:3][CH2:2][NH:1][C:47]([CH2:46][CH2:48][C:33]4([CH:34]=[CH:35][CH:36]=[CH:37][CH2:38]4)[C:32]([NH2:40])=[O:39])=[O:62])=[CH:6][CH:7]=3)[CH:17]=2)[CH:19]=1.